Dataset: Reaction yield outcomes from USPTO patents with 853,638 reactions. Task: Predict the reaction yield, written as a fraction of the theoretical maximum amount of product (1.0 means a 100% yield; for example, 0.34 means a 34% yield). (1) The reactants are [C:1]([O:4][C@@H:5]1[C@H:10]([O:11][C:12](=[O:14])[CH3:13])[C@@H:9]([O:15][C:16](=[O:18])[CH3:17])[C@H:8]([CH3:19])[O:7][C@H:6]1[S:20][C:21](N)=[NH2+])(=[O:3])[CH3:2].[C:24](#N)[CH3:25].C(N(CC)CC)C.C(Br)C#C. The catalyst is C1(C)C=CC=CC=1. The product is [C:1]([O:4][C@@H:5]1[C@H:10]([O:11][C:12](=[O:14])[CH3:13])[C@@H:9]([O:15][C:16](=[O:18])[CH3:17])[C@H:8]([CH3:19])[O:7][C@H:6]1[S:20][CH2:21][C:24]#[CH:25])(=[O:3])[CH3:2]. The yield is 0.730. (2) The reactants are Cl[C:2]1[CH:3]=[CH:4][C:5]2[N:6]([C:8]([CH2:11][NH:12][C:13](=[O:19])[O:14][C:15]([CH3:18])([CH3:17])[CH3:16])=[N:9][N:10]=2)[N:7]=1.C1(P(C2CCCCC2)C2C=CC=CC=2C2C=CC=CC=2)CCCCC1.[CH3:45][C:46]1[CH:50]=[C:49]([Sn](C)(C)C)[S:48][N:47]=1. The catalyst is C1C=CC(/C=C/C(/C=C/C2C=CC=CC=2)=O)=CC=1.C1C=CC(/C=C/C(/C=C/C2C=CC=CC=2)=O)=CC=1.C1C=CC(/C=C/C(/C=C/C2C=CC=CC=2)=O)=CC=1.[Pd].[Pd].CN(C=O)C. The product is [CH3:45][C:46]1[CH:50]=[C:49]([C:2]2[CH:3]=[CH:4][C:5]3[N:6]([C:8]([CH2:11][NH:12][C:13](=[O:19])[O:14][C:15]([CH3:18])([CH3:17])[CH3:16])=[N:9][N:10]=3)[N:7]=2)[S:48][N:47]=1. The yield is 0.300. (3) The reactants are FC(F)(F)C(O)=O.[CH3:8][S:9]([C:12]1[CH:17]=[CH:16][C:15]([C:18]2[CH:23]=[CH:22][C:21]([O:24][CH2:25][CH:26]3[CH2:31][CH2:30][NH:29][CH2:28][CH2:27]3)=[CH:20][CH:19]=2)=[CH:14][CH:13]=1)(=[O:11])=[O:10].[F:32][C:33]([F:42])([F:41])[C:34]1([C:38](O)=[O:39])[CH2:37][CH2:36][CH2:35]1.C(Cl)CCl.C1C=CC2N(O)N=NC=2C=1.CCN(C(C)C)C(C)C. The catalyst is CN(C=O)C.O. The product is [CH3:8][S:9]([C:12]1[CH:13]=[CH:14][C:15]([C:18]2[CH:23]=[CH:22][C:21]([O:24][CH2:25][CH:26]3[CH2:31][CH2:30][N:29]([C:38]([C:34]4([C:33]([F:42])([F:41])[F:32])[CH2:37][CH2:36][CH2:35]4)=[O:39])[CH2:28][CH2:27]3)=[CH:20][CH:19]=2)=[CH:16][CH:17]=1)(=[O:11])=[O:10]. The yield is 0.570. (4) The reactants are C([O:8][C:9]1[CH:18]=[C:17]2[C:12]([C:13]([O:19][C:20]3[CH:25]=[CH:24][C:23]([N+:26]([O-:28])=[O:27])=[CH:22][C:21]=3[F:29])=[CH:14][CH:15]=[N:16]2)=[CH:11][C:10]=1[O:30][CH3:31])C1C=CC=CC=1.Br. The catalyst is C(O)(=O)C.CCOCC. The product is [F:29][C:21]1[CH:22]=[C:23]([N+:26]([O-:28])=[O:27])[CH:24]=[CH:25][C:20]=1[O:19][C:13]1[C:12]2[C:17](=[CH:18][C:9]([OH:8])=[C:10]([O:30][CH3:31])[CH:11]=2)[N:16]=[CH:15][CH:14]=1. The yield is 0.975. (5) The reactants are [Cl:1][C:2]1[S:6][C:5]([S:7](Cl)(=[O:9])=[O:8])=[CH:4][CH:3]=1.[NH2:11][C@@H:12]([CH:15]1[CH2:23][C:22]2[C:17](=[CH:18][CH:19]=[CH:20][CH:21]=2)[CH2:16]1)[CH2:13][OH:14].C(N(CC)CC)C.CCOC(C)=O.CCCCCC. The catalyst is C(Cl)Cl. The product is [Cl:1][C:2]1[S:6][C:5]([S:7]([NH:11][C@@H:12]([CH:15]2[CH2:23][C:22]3[C:17](=[CH:18][CH:19]=[CH:20][CH:21]=3)[CH2:16]2)[CH2:13][OH:14])(=[O:9])=[O:8])=[CH:4][CH:3]=1. The yield is 0.384. (6) The reactants are [CH:1]1([NH:4][C:5]2[C:6]([C:19]([OH:21])=[O:20])=[N:7][CH:8]=[C:9]([CH2:11][C:12]3[CH:17]=[CH:16][C:15]([F:18])=[CH:14][CH:13]=3)[CH:10]=2)[CH2:3][CH2:2]1.[C:22](=O)([O-])[O-].[K+].[K+].CI.O. The catalyst is CN(C=O)C.C(OCC)(=O)C. The product is [CH:1]1([NH:4][C:5]2[C:6]([C:19]([O:21][CH3:22])=[O:20])=[N:7][CH:8]=[C:9]([CH2:11][C:12]3[CH:17]=[CH:16][C:15]([F:18])=[CH:14][CH:13]=3)[CH:10]=2)[CH2:2][CH2:3]1. The yield is 0.770.